Predict the reaction yield, written as a fraction of the theoretical maximum amount of product (1.0 means a 100% yield; for example, 0.34 means a 34% yield). From a dataset of Reaction yield outcomes from USPTO patents with 853,638 reactions. (1) The reactants are [SH:1][C:2]1[S:3][C:4]2[CH2:10][O:9][C:8]3[C:11]([O:15][CH2:16][C:17]([O:19]CC)=[O:18])=[CH:12][CH:13]=[CH:14][C:7]=3[C:5]=2[N:6]=1.Br[CH:23]([C:30]1[CH:35]=[CH:34][CH:33]=[CH:32][CH:31]=1)[C:24]1[CH:29]=[CH:28][CH:27]=[CH:26][CH:25]=1. No catalyst specified. The product is [C:24]1([CH:23]([C:30]2[CH:31]=[CH:32][CH:33]=[CH:34][CH:35]=2)[S:1][C:2]2[S:3][C:4]3[CH2:10][O:9][C:8]4[C:11]([O:15][CH2:16][C:17]([OH:19])=[O:18])=[CH:12][CH:13]=[CH:14][C:7]=4[C:5]=3[N:6]=2)[CH:29]=[CH:28][CH:27]=[CH:26][CH:25]=1. The yield is 0.170. (2) The reactants are [OH:1][C:2]1[CH:9]=[C:8]([O:10][CH3:11])[C:7]([C:12]2[N:13]=[N:14][C:15]([O:18][CH:19]3[CH2:24][C:23]([CH3:26])([CH3:25])[NH:22][C:21]([CH3:28])([CH3:27])[CH2:20]3)=[CH:16][CH:17]=2)=[CH:6][C:3]=1[CH:4]=[O:5].C1C=CC(N([S:36]([C:39]([F:42])([F:41])[F:40])(=[O:38])=[O:37])[S:36]([C:39]([F:42])([F:41])[F:40])(=[O:38])=[O:37])=CC=1.C(N(CC)CC)C. The catalyst is C(Cl)Cl. The product is [F:40][C:39]([F:42])([F:41])[S:36]([O:1][C:2]1[CH:9]=[C:8]([O:10][CH3:11])[C:7]([C:12]2[N:13]=[N:14][C:15]([O:18][CH:19]3[CH2:24][C:23]([CH3:26])([CH3:25])[NH:22][C:21]([CH3:28])([CH3:27])[CH2:20]3)=[CH:16][CH:17]=2)=[CH:6][C:3]=1[CH:4]=[O:5])(=[O:38])=[O:37]. The yield is 0.970. (3) The reactants are [NH2:1][CH:2]1[CH2:7][CH2:6][N:5]([CH2:8][CH2:9][N:10]2[C:15]3[CH:16]=[C:17]([F:20])[CH:18]=[CH:19][C:14]=3[O:13][CH2:12][C:11]2=[O:21])[CH2:4][CH2:3]1.[O:22]1[C:31]2[CH:30]=[C:29]([CH:32]=O)[N:28]=[CH:27][C:26]=2[O:25][CH2:24][CH2:23]1.C([BH3-])#N.[Na+]. No catalyst specified. The product is [O:22]1[C:31]2[CH:30]=[C:29]([CH2:32][NH:1][CH:2]3[CH2:3][CH2:4][N:5]([CH2:8][CH2:9][N:10]4[C:15]5[CH:16]=[C:17]([F:20])[CH:18]=[CH:19][C:14]=5[O:13][CH2:12][C:11]4=[O:21])[CH2:6][CH2:7]3)[N:28]=[CH:27][C:26]=2[O:25][CH2:24][CH2:23]1. The yield is 0.320.